Dataset: Full USPTO retrosynthesis dataset with 1.9M reactions from patents (1976-2016). Task: Predict the reactants needed to synthesize the given product. (1) Given the product [CH:1]1([S:4]([C:7]2[CH:12]=[CH:11][C:10]([CH:13]([C:21]3[NH:22][C:23]([C:29]4[S:30][CH:31]=[CH:32][N:33]=4)=[CH:24][C:25]=3[C:26]([N:35]([CH3:36])[CH3:34])=[O:28])[CH2:14][CH:15]3[CH2:16][CH2:17][O:18][CH2:19][CH2:20]3)=[CH:9][CH:8]=2)(=[O:5])=[O:6])[CH2:2][CH2:3]1, predict the reactants needed to synthesize it. The reactants are: [CH:1]1([S:4]([C:7]2[CH:12]=[CH:11][C:10]([CH:13]([C:21]3[NH:22][C:23]([C:29]4[S:30][CH:31]=[CH:32][N:33]=4)=[CH:24][C:25]=3[C:26]([OH:28])=O)[CH2:14][CH:15]3[CH2:20][CH2:19][O:18][CH2:17][CH2:16]3)=[CH:9][CH:8]=2)(=[O:6])=[O:5])[CH2:3][CH2:2]1.[CH3:34][NH:35][CH3:36].CN(C(ON1N=NC2C1=CC=CC=2)=[N+](C)C)C.F[P-](F)(F)(F)(F)F.C(N(CC)C(C)C)(C)C.Cl. (2) Given the product [C:38]([N:10]1[C:11]2[C:7](=[CH:6][C:5]([Cl:4])=[CH:13][CH:12]=2)[C:8]([CH2:21][CH2:22][CH2:23][N:24]2[CH2:29][CH2:28][C:27]([CH2:31][C:32]3[CH:33]=[CH:34][CH:35]=[CH:36][CH:37]=3)([OH:30])[CH2:26][CH2:25]2)=[C:9]1[C:14]1[CH:19]=[CH:18][C:17]([Cl:20])=[CH:16][CH:15]=1)(=[O:40])[CH3:39], predict the reactants needed to synthesize it. The reactants are: [H-].[Na+].Cl.[Cl:4][C:5]1[CH:6]=[C:7]2[C:11](=[CH:12][CH:13]=1)[NH:10][C:9]([C:14]1[CH:19]=[CH:18][C:17]([Cl:20])=[CH:16][CH:15]=1)=[C:8]2[CH2:21][CH2:22][CH2:23][N:24]1[CH2:29][CH2:28][C:27]([CH2:31][C:32]2[CH:37]=[CH:36][CH:35]=[CH:34][CH:33]=2)([OH:30])[CH2:26][CH2:25]1.[C:38](OC(=O)C)(=[O:40])[CH3:39].C(=O)([O-])O.[Na+]. (3) Given the product [CH2:3]([O:5][C:6]([C:8]12[C:20](=[O:21])[CH:12]([C:13]3[CH:19]=[CH:18][CH:17]=[CH:16][C:14]=3[CH2:15]1)[CH2:11][N:10]([C:29]([NH:28][C:22]1[CH:27]=[CH:26][CH:25]=[CH:24][CH:23]=1)=[O:30])[CH2:9]2)=[O:7])[CH3:4], predict the reactants needed to synthesize it. The reactants are: O.I.[CH2:3]([O:5][C:6]([C:8]12[C:20](=[O:21])[CH:12]([C:13]3[CH:19]=[CH:18][CH:17]=[CH:16][C:14]=3[CH2:15]1)[CH2:11][NH:10][CH2:9]2)=[O:7])[CH3:4].[C:22]1([N:28]=[C:29]=[O:30])[CH:27]=[CH:26][CH:25]=[CH:24][CH:23]=1.